From a dataset of NCI-60 drug combinations with 297,098 pairs across 59 cell lines. Regression. Given two drug SMILES strings and cell line genomic features, predict the synergy score measuring deviation from expected non-interaction effect. (1) Drug 1: C1=CC(=C2C(=C1NCCNCCO)C(=O)C3=C(C=CC(=C3C2=O)O)O)NCCNCCO. Drug 2: CC1C(C(CC(O1)OC2CC(OC(C2O)C)OC3=CC4=CC5=C(C(=O)C(C(C5)C(C(=O)C(C(C)O)O)OC)OC6CC(C(C(O6)C)O)OC7CC(C(C(O7)C)O)OC8CC(C(C(O8)C)O)(C)O)C(=C4C(=C3C)O)O)O)O. Cell line: SF-268. Synergy scores: CSS=46.3, Synergy_ZIP=5.16, Synergy_Bliss=4.60, Synergy_Loewe=-15.7, Synergy_HSA=4.03. (2) Drug 1: C1CC2CC3=C(CC1C24CN(S(=O)(=O)N4)CC(F)(F)F)C=CC(=C3)C=CCN5CCC(CC5)C(F)(F)F. Drug 2: C1CC(C1)(C(=O)O)C(=O)O.[NH2-].[NH2-].[Pt+2]. Cell line: NCI-H460. Synergy scores: CSS=33.4, Synergy_ZIP=-7.07, Synergy_Bliss=-6.44, Synergy_Loewe=-7.22, Synergy_HSA=-2.74. (3) Drug 1: C1=NC2=C(N1)C(=S)N=CN2. Drug 2: C1=NC2=C(N=C(N=C2N1C3C(C(C(O3)CO)O)F)Cl)N. Cell line: SN12C. Synergy scores: CSS=35.6, Synergy_ZIP=-10.3, Synergy_Bliss=-2.39, Synergy_Loewe=-0.418, Synergy_HSA=-0.259. (4) Drug 1: CC1=C(C(CCC1)(C)C)C=CC(=CC=CC(=CC(=O)O)C)C. Drug 2: COCCOC1=C(C=C2C(=C1)C(=NC=N2)NC3=CC=CC(=C3)C#C)OCCOC.Cl. Cell line: HT29. Synergy scores: CSS=8.28, Synergy_ZIP=-1.24, Synergy_Bliss=3.71, Synergy_Loewe=0.838, Synergy_HSA=2.11.